From a dataset of HIV replication inhibition screening data with 41,000+ compounds from the AIDS Antiviral Screen. Binary Classification. Given a drug SMILES string, predict its activity (active/inactive) in a high-throughput screening assay against a specified biological target. (1) The drug is COC1(OC)NC(=N)C2(C#N)C3(C(=O)N(C(C)C)N=C3C)C12C#N. The result is 0 (inactive). (2) The molecule is CN(C)c1ccc(-c2nc(N)nc3c2CCCC3)cc1. The result is 0 (inactive). (3) The compound is Cc1cc(N(CCC#N)CCC#N)ccc1C=CC(=O)Nc1ccccc1Cl. The result is 0 (inactive).